Predict the product of the given reaction. From a dataset of Forward reaction prediction with 1.9M reactions from USPTO patents (1976-2016). (1) Given the reactants [NH3:1].[CH2:2]([O:4][C:5]([C:7]1[C:8]2[S:16][CH:15]=[C:14]([CH2:17][O:18][C:19]3[CH:24]=[C:23]([C:25]4[N:29]([CH2:30][C:31]5[CH:36]=[CH:35][C:34]([O:37][CH3:38])=[CH:33][CH:32]=5)[C:28]([CH3:39])=[N:27][N:26]=4)[CH:22]=[CH:21][C:20]=3[CH3:40])[C:9]=2[C:10](Cl)=[N:11][CH:12]=1)=[O:6])[CH3:3], predict the reaction product. The product is: [CH2:2]([O:4][C:5]([C:7]1[C:8]2[S:16][CH:15]=[C:14]([CH2:17][O:18][C:19]3[CH:24]=[C:23]([C:25]4[N:29]([CH2:30][C:31]5[CH:36]=[CH:35][C:34]([O:37][CH3:38])=[CH:33][CH:32]=5)[C:28]([CH3:39])=[N:27][N:26]=4)[CH:22]=[CH:21][C:20]=3[CH3:40])[C:9]=2[C:10]([NH2:1])=[N:11][CH:12]=1)=[O:6])[CH3:3]. (2) Given the reactants Cl[C:2]1[N:7]=[CH:6][N:5]=[C:4]([N:8]2[CH2:13][CH2:12][CH:11]([CH:14]3[CH2:19][CH2:18][N:17]([C:20]([O:22][C:23]([CH3:26])([CH3:25])[CH3:24])=[O:21])[CH2:16][CH2:15]3)[CH2:10][CH2:9]2)[CH:3]=1.[CH3:27][NH2:28], predict the reaction product. The product is: [CH3:27][NH:28][C:2]1[N:7]=[CH:6][N:5]=[C:4]([N:8]2[CH2:13][CH2:12][CH:11]([CH:14]3[CH2:19][CH2:18][N:17]([C:20]([O:22][C:23]([CH3:26])([CH3:25])[CH3:24])=[O:21])[CH2:16][CH2:15]3)[CH2:10][CH2:9]2)[CH:3]=1. (3) Given the reactants [C:1]1([CH2:25][O:26][C@@H:27]2[C@H:31]([OH:32])[C@@H:30]([CH2:33][OH:34])[O:29][C@H:28]2[N:35]2[CH:42]=[CH:41][C:39](=[O:40])[NH:38][C:36]2=[O:37])[C:18]2[C:19]3[C:24]4[C:3](=[CH:4][CH:5]=[C:6]5[C:23]=4[C:22]4[C:9](=[CH:10][CH:11]=[C:12]6[C:21]=4[C:20]=3[C:15](=[CH:16][CH:17]=2)[CH:14]=[CH:13]6)[CH:8]=[CH:7]5)[CH:2]=1.[C:43](Cl)([C:60]1[CH:65]=[CH:64][CH:63]=[CH:62][CH:61]=1)([C:52]1[CH:59]=[CH:58][C:55]([O:56][CH3:57])=[CH:54][CH:53]=1)[C:44]1[CH:51]=[CH:50][C:47]([O:48][CH3:49])=[CH:46][CH:45]=1, predict the reaction product. The product is: [C:1]1([CH2:25][O:26][C@@H:27]2[C@H:31]([OH:32])[C@@H:30]([CH2:33][O:34][C:43]([C:60]3[CH:65]=[CH:64][CH:63]=[CH:62][CH:61]=3)([C:52]3[CH:59]=[CH:58][C:55]([O:56][CH3:57])=[CH:54][CH:53]=3)[C:44]3[CH:45]=[CH:46][C:47]([O:48][CH3:49])=[CH:50][CH:51]=3)[O:29][C@H:28]2[N:35]2[CH:42]=[CH:41][C:39](=[O:40])[NH:38][C:36]2=[O:37])[C:18]2[C:19]3[C:24]4[C:3](=[CH:4][CH:5]=[C:6]5[C:23]=4[C:22]4[C:9](=[CH:10][CH:11]=[C:12]6[C:21]=4[C:20]=3[C:15](=[CH:16][CH:17]=2)[CH:14]=[CH:13]6)[CH:8]=[CH:7]5)[CH:2]=1.